From a dataset of Forward reaction prediction with 1.9M reactions from USPTO patents (1976-2016). Predict the product of the given reaction. (1) Given the reactants CC1C=CC(S(O)(=O)=O)=CC=1.CC1(C)[N:17]([C:18]([O:20][C:21]([CH3:24])([CH3:23])[CH3:22])=[O:19])[C@@H:16]([CH2:25][C@H:26]2[CH2:31][CH2:30][CH2:29][O:28][CH2:27]2)[CH2:15][O:14]1.CC(OC(OC(OC(C)(C)C)=O)=O)(C)C, predict the reaction product. The product is: [OH:14][CH2:15][C@@H:16]([NH:17][C:18](=[O:19])[O:20][C:21]([CH3:23])([CH3:22])[CH3:24])[CH2:25][C@H:26]1[CH2:31][CH2:30][CH2:29][O:28][CH2:27]1. (2) Given the reactants [CH3:1][O:2][C:3]1[CH:4]=[C:5]2[C:10](=[CH:11][C:12]=1[O:13][CH3:14])[C:9]([CH3:15])=[N:8][CH2:7][CH2:6]2.[Cl:16][C:17]1[CH:22]=[CH:21][C:20]([CH2:23]Cl)=[CH:19][C:18]=1[Cl:25], predict the reaction product. The product is: [Cl:25][C:18]1[CH:19]=[C:20]([CH2:23][CH2:15][C@H:9]2[C:10]3[C:5](=[CH:4][C:3]([O:2][CH3:1])=[C:12]([O:13][CH3:14])[CH:11]=3)[CH2:6][CH2:7][NH:8]2)[CH:21]=[CH:22][C:17]=1[Cl:16]. (3) Given the reactants [Cl:1][C:2]1[CH:7]=[C:6]([Cl:8])[CH:5]=[CH:4][C:3]=1[C:9]1[N:14]=[C:13](O)[N:12]2[CH:16]=[CH:17][N:18]=[C:11]2[CH:10]=1.P(Cl)(Cl)([Cl:21])=O, predict the reaction product. The product is: [Cl:21][C:13]1[N:12]2[CH:16]=[CH:17][N:18]=[C:11]2[CH:10]=[C:9]([C:3]2[CH:4]=[CH:5][C:6]([Cl:8])=[CH:7][C:2]=2[Cl:1])[N:14]=1.